Dataset: Catalyst prediction with 721,799 reactions and 888 catalyst types from USPTO. Task: Predict which catalyst facilitates the given reaction. (1) Reactant: C([O:8][C:9]1[CH:14]=[CH:13][C:12]([N:15]([CH3:26])[C:16]([NH:18][C:19]2[CH:24]=[CH:23][C:22]([F:25])=[CH:21][CH:20]=2)=[O:17])=[C:11]([F:27])[CH:10]=1)C1C=CC=CC=1. The catalyst class is: 129. Product: [F:27][C:11]1[CH:10]=[C:9]([OH:8])[CH:14]=[CH:13][C:12]=1[N:15]([CH3:26])[C:16]([NH:18][C:19]1[CH:24]=[CH:23][C:22]([F:25])=[CH:21][CH:20]=1)=[O:17]. (2) Reactant: [CH3:1][C:2]1[CH:3]=[CH:4][C:5]([N:10]2[CH2:15][CH2:14][O:13][CH2:12][CH2:11]2)=[C:6]([CH:9]=1)[C:7]#N.C(O)=[O:17]. Product: [CH3:1][C:2]1[CH:3]=[CH:4][C:5]([N:10]2[CH2:15][CH2:14][O:13][CH2:12][CH2:11]2)=[C:6]([CH:9]=1)[CH:7]=[O:17]. The catalyst class is: 181. (3) Reactant: [Br:1][C:2]1[CH:7]=[CH:6][C:5]([C@H:8]([CH3:12])[C:9]([O-:11])=[O:10])=[CH:4][CH:3]=1.C1([C@H]([NH3+])C)C=CC=CC=1.[OH-].[Na+]. Product: [Br:1][C:2]1[CH:3]=[CH:4][C:5]([C@H:8]([CH3:12])[C:9]([OH:11])=[O:10])=[CH:6][CH:7]=1. The catalyst class is: 6. (4) Reactant: [OH-].[K+].[OH:3][CH2:4][C@H:5]([N:11]1[CH2:16][CH2:15][C@@H:14]([CH2:17][C:18]([OH:20])=[O:19])[CH2:13][C@H:12]1[C:21]1[CH:26]=[CH:25][C:24]([C:27]([F:30])([F:29])[F:28])=[CH:23][CH:22]=1)[CH2:6][CH2:7][CH:8]([CH3:10])[CH3:9].I[CH:32]([CH3:34])[CH3:33].[OH-].[Na+]. Product: [CH:32]([O:3][CH2:4][C@H:5]([N:11]1[CH2:16][CH2:15][C@@H:14]([CH2:17][C:18]([OH:20])=[O:19])[CH2:13][C@H:12]1[C:21]1[CH:26]=[CH:25][C:24]([C:27]([F:30])([F:28])[F:29])=[CH:23][CH:22]=1)[CH2:6][CH2:7][CH:8]([CH3:9])[CH3:10])([CH3:34])[CH3:33]. The catalyst class is: 376. (5) Reactant: [Br:1][C:2]1[CH:3]=[CH:4][C:5]2[C:6](=[C:16]3[CH2:22][CH:21]4[NH:23][CH:18]([CH2:19][CH2:20]4)[CH2:17]3)[C:7]3[C:12]([O:13][C:14]=2[CH:15]=1)=[CH:11][CH:10]=[CH:9][CH:8]=3.C(N(C(C)C)CC)(C)C.[F:33][C:34]([F:45])([F:44])[C:35](O[C:35](=[O:36])[C:34]([F:45])([F:44])[F:33])=[O:36]. Product: [Br:1][C:2]1[CH:3]=[CH:4][C:5]2[C:6](=[C:16]3[CH2:22][CH:21]4[N:23]([C:35](=[O:36])[C:34]([F:45])([F:44])[F:33])[CH:18]([CH2:19][CH2:20]4)[CH2:17]3)[C:7]3[C:12]([O:13][C:14]=2[CH:15]=1)=[CH:11][CH:10]=[CH:9][CH:8]=3. The catalyst class is: 2. (6) Reactant: [OH:1][C:2]1[CH:7]=[CH:6][N:5]([CH2:8][CH2:9][C:10]2[CH:15]=[CH:14][C:13]([CH2:16][OH:17])=[CH:12][CH:11]=2)[C:4](=[O:18])[CH:3]=1.Br[CH2:20][C:21]1[CH:25]=[CH:24][S:23][CH:22]=1.C(=O)([O-])[O-].[K+].[K+]. Product: [OH:17][CH2:16][C:13]1[CH:14]=[CH:15][C:10]([CH2:9][CH2:8][N:5]2[CH:6]=[CH:7][C:2]([O:1][CH2:20][C:21]3[CH:25]=[CH:24][S:23][CH:22]=3)=[CH:3][C:4]2=[O:18])=[CH:11][CH:12]=1. The catalyst class is: 3. (7) Reactant: [CH:1]1([N:5]2[CH2:11][CH2:10][CH2:9][N:8]([C:12]([C@H:14]3[CH2:18][C@@H:17]([OH:19])[CH2:16][N:15]3[C:20](=[O:22])[CH3:21])=[O:13])[CH2:7][CH2:6]2)[CH2:4][CH2:3][CH2:2]1.FC1C=C(O)C=CC=1.C1C=CC(P(C2C=CC=CC=2)C2C=CC=CC=2)=CC=1.CC(OC(/N=N/C(OC(C)C)=O)=O)C. Product: [CH:1]1([N:5]2[CH2:11][CH2:10][CH2:9][N:8]([C:12]([C@H:14]3[CH2:18][C@H:17]([OH:19])[CH2:16][N:15]3[C:20](=[O:22])[CH3:21])=[O:13])[CH2:7][CH2:6]2)[CH2:4][CH2:3][CH2:2]1. The catalyst class is: 2. (8) Reactant: C(OC(=O)[NH:7][C:8]1[CH:13]=[C:12]([N:14]([CH2:16][CH:17]([CH3:19])[CH3:18])[CH3:15])[C:11]([Cl:20])=[CH:10][C:9]=1[NH:21][C:22](=[O:45])[CH2:23][C:24](=O)[C:25]1[CH:30]=[CH:29][CH:28]=[C:27]([N:31]2[C:35]([CH2:36][O:37]C3CCCCO3)=[CH:34][N:33]=[N:32]2)[CH:26]=1)(C)(C)C.C(O)(C(F)(F)F)=O. Product: [Cl:20][C:11]1[C:12]([N:14]([CH2:16][CH:17]([CH3:19])[CH3:18])[CH3:15])=[CH:13][C:8]2[N:7]=[C:24]([C:25]3[CH:30]=[CH:29][CH:28]=[C:27]([N:31]4[C:35]([CH2:36][OH:37])=[CH:34][N:33]=[N:32]4)[CH:26]=3)[CH2:23][C:22](=[O:45])[NH:21][C:9]=2[CH:10]=1. The catalyst class is: 2. (9) Reactant: [C:1](O)([C:3](F)(F)F)=O.[NH2:8][CH2:9][CH2:10][N:11]1[CH:15]=C[CH:13]=[CH:12]1.C=O. Product: [CH2:13]1[NH:8][CH2:9][CH2:10][N:11]2[CH:15]=[CH:1][CH:3]=[C:12]12. The catalyst class is: 8.